Dataset: HIV replication inhibition screening data with 41,000+ compounds from the AIDS Antiviral Screen. Task: Binary Classification. Given a drug SMILES string, predict its activity (active/inactive) in a high-throughput screening assay against a specified biological target. (1) The drug is O=c1c2ccccc2nc(NN=Cc2ccc(Cl)cc2)n1-c1ccccc1. The result is 0 (inactive). (2) The result is 0 (inactive). The drug is CC1C(N2CCCC2)O[Si](C(C)(C)C)(C(C)(C)C)C1C. (3) The molecule is c1cnc(NC(Nc2cnccn2)C2CCCCC2)cn1. The result is 0 (inactive).